Dataset: Forward reaction prediction with 1.9M reactions from USPTO patents (1976-2016). Task: Predict the product of the given reaction. (1) Given the reactants [C:1]([N:8]1[CH2:15][CH2:14][CH2:13][C@H:9]1[C:10]([OH:12])=O)([O:3][C:4]([CH3:7])([CH3:6])[CH3:5])=[O:2].CN(C(ON1N=N[C:26]2[CH:27]=[CH:28][CH:29]=N[C:25]1=2)=[N+](C)C)C.F[P-](F)(F)(F)(F)F.CC[N:42]([CH:46]([CH3:48])C)[CH:43]([CH3:45])[CH3:44].[S:49]1[CH:53]=[CH:52][N:51]=[C:50]1[NH2:54].CN(C=[O:59])C, predict the reaction product. The product is: [C:4]([O:3][C:1]([N:8]1[CH2:15][CH2:14][CH2:13][C@H:9]1[C:10](=[O:12])[NH:54][C:50]1[S:49][CH:53]=[C:52]([C:27]2[CH:28]=[CH:29][C:48]([C:46](=[O:59])[NH:42][CH:43]3[CH2:44][CH2:45]3)=[CH:25][CH:26]=2)[N:51]=1)=[O:2])([CH3:5])([CH3:6])[CH3:7]. (2) Given the reactants [CH:1]1([C:7]2[C:8]3[CH:24]=[CH:23][C:22]([C:25]([O:27]C)=[O:26])=[CH:21][C:9]=3[N:10]3[C:16]=2[C:15]2[CH:17]=[CH:18][CH:19]=[CH:20][C:14]=2[S:13][CH2:12][CH2:11]3)[CH2:6][CH2:5][CH2:4][CH2:3][CH2:2]1.[OH-].[Na+].Cl.O, predict the reaction product. The product is: [CH:1]1([C:7]2[C:8]3[CH:24]=[CH:23][C:22]([C:25]([OH:27])=[O:26])=[CH:21][C:9]=3[N:10]3[C:16]=2[C:15]2[CH:17]=[CH:18][CH:19]=[CH:20][C:14]=2[S:13][CH2:12][CH2:11]3)[CH2:2][CH2:3][CH2:4][CH2:5][CH2:6]1. (3) Given the reactants [C:1]([O:5][C:6]([NH:8][C@@H:9]([C:51]([CH3:55])([CH3:54])[CH2:52][OH:53])[C:10]([NH:12][C@@H:13]([CH2:44][C:45]1[CH:50]=[CH:49][CH:48]=[CH:47][CH:46]=1)[C@@H:14]([OH:43])[CH2:15][C@@H:16]([NH:30][C:31](=[O:42])[C@H:32]([C:38]([CH3:41])([CH3:40])[CH3:39])[NH:33][C:34]([O:36][CH3:37])=[O:35])[CH2:17][C:18]1[CH:23]=[CH:22][C:21]([C:24]2[CH:29]=[CH:28][CH:27]=[CH:26][N:25]=2)=[CH:20][CH:19]=1)=[O:11])=[O:7])(C)(C)C.FC(F)(F)C(O)=O.C(N(C(C)C)CC)(C)C.ClC(OC)=O, predict the reaction product. The product is: [CH2:44]([C@@H:13]([C@@H:14]([OH:43])[CH2:15][C@H:16]([CH2:17][C:18]1[CH:23]=[CH:22][C:21]([C:24]2[CH:29]=[CH:28][CH:27]=[CH:26][N:25]=2)=[CH:20][CH:19]=1)[NH:30][C:31](=[O:42])[C@H:32]([C:38]([CH3:41])([CH3:40])[CH3:39])[NH:33][C:34](=[O:35])[O:36][CH3:37])[NH:12][C:10](=[O:11])[C@@H:9]([NH:8][C:6](=[O:7])[O:5][CH3:1])[C:51]([CH3:54])([CH3:55])[CH2:52][OH:53])[C:45]1[CH:46]=[CH:47][CH:48]=[CH:49][CH:50]=1. (4) Given the reactants [NH2:1][C:2]1[CH:12]=[C:11]([CH3:13])[C:10]([Br:14])=[CH:9][C:3]=1[C:4]([O:6][CH2:7][CH3:8])=[O:5].[C:15]([O:19][C:20](N([C:20]([O:19][C:15]([CH3:18])([CH3:17])[CH3:16])=[O:21])C1C(Br)=CC(C(F)(F)F)=C(Cl)C=1)=[O:21])([CH3:18])([CH3:17])[CH3:16], predict the reaction product. The product is: [Br:14][C:10]1[C:11]([CH3:13])=[CH:12][C:2]([NH:1][C:20]([O:19][C:15]([CH3:18])([CH3:17])[CH3:16])=[O:21])=[C:3]([CH:9]=1)[C:4]([O:6][CH2:7][CH3:8])=[O:5]. (5) The product is: [C:1]([O:5][C:6]([N:8]1[CH2:13][CH:12]=[C:11]([C:14]2[NH:18][C:17]([C:26]3[CH:27]=[CH:28][C:23]([C:22]([F:33])([F:32])[F:21])=[CH:24][CH:25]=3)=[C:16]([Cl:20])[N:15]=2)[CH2:10][CH2:9]1)=[O:7])([CH3:2])([CH3:3])[CH3:4]. Given the reactants [C:1]([O:5][C:6]([N:8]1[CH2:13][CH:12]=[C:11]([C:14]2[NH:15][C:16]([Cl:20])=[C:17](Cl)[N:18]=2)[CH2:10][CH2:9]1)=[O:7])([CH3:4])([CH3:3])[CH3:2].[F:21][C:22]([F:33])([F:32])[C:23]1[CH:28]=[CH:27][C:26](B(O)O)=[CH:25][CH:24]=1, predict the reaction product. (6) The product is: [NH2:1][C:2]1[N:16]=[C:5]2[C:6]([C:21]3[CH:22]=[CH:23][C:18]([Cl:17])=[CH:19][CH:20]=3)=[CH:7][C:8]([CH3:14])=[C:9]([C:10]([OH:13])([CH3:12])[CH3:11])[N:4]2[N:3]=1. Given the reactants [NH2:1][C:2]1[N:16]=[C:5]2[C:6](Br)=[CH:7][C:8]([CH3:14])=[C:9]([C:10]([OH:13])([CH3:12])[CH3:11])[N:4]2[N:3]=1.[Cl:17][C:18]1[CH:23]=[CH:22][C:21](B(O)O)=[CH:20][CH:19]=1.C([O-])([O-])=O.[Na+].[Na+].C(Cl)Cl, predict the reaction product. (7) Given the reactants [Cl:1][C:2]1[CH:7]=[C:6]([Cl:8])[CH:5]=[CH:4][C:3]=1[F:9].[Li]CCCC.[CH:15](OC)=[O:16], predict the reaction product. The product is: [Cl:1][C:2]1[C:3]([F:9])=[CH:4][CH:5]=[C:6]([Cl:8])[C:7]=1[CH:15]=[O:16].